This data is from Full USPTO retrosynthesis dataset with 1.9M reactions from patents (1976-2016). The task is: Predict the reactants needed to synthesize the given product. (1) Given the product [C:1]([O:4][Si:5]([CH:9]([CH3:11])[CH3:10])([CH:6]([CH3:8])[CH3:7])[CH:12]([CH3:14])[CH3:13])(=[O:3])[CH:2]=[CH2:15], predict the reactants needed to synthesize it. The reactants are: [C:1]([O:4][Si:5]([CH:12]([CH3:14])[CH3:13])([CH:9]([CH3:11])[CH3:10])[CH:6]([CH3:8])[CH3:7])(=[O:3])[CH3:2].[C:15](O)(=O)C=C. (2) Given the product [ClH:43].[ClH:43].[F:40][C:37]([F:38])([F:39])[C:35]1[CH:34]=[C:5]([CH:4]=[C:3]([C:2]([F:1])([F:42])[F:41])[CH:36]=1)[C:6]([N:8]1[CH2:13][CH2:12][N:11]([CH2:14][CH2:15][C:16]#[C:17][CH2:18][N:19]2[CH2:20][CH2:21][O:22][CH2:23][CH2:24]2)[CH2:10][C@H:9]1[CH2:25][C:26]1[CH:31]=[CH:30][C:29]([CH3:32])=[C:28]([CH3:33])[CH:27]=1)=[O:7], predict the reactants needed to synthesize it. The reactants are: [F:1][C:2]([F:42])([F:41])[C:3]1[CH:4]=[C:5]([CH:34]=[C:35]([C:37]([F:40])([F:39])[F:38])[CH:36]=1)[C:6]([N:8]1[CH2:13][CH2:12][N:11]([CH2:14][CH2:15][C:16]#[C:17][CH2:18][N:19]2[CH2:24][CH2:23][O:22][CH2:21][CH2:20]2)[CH2:10][C@H:9]1[CH2:25][C:26]1[CH:31]=[CH:30][C:29]([CH3:32])=[C:28]([CH3:33])[CH:27]=1)=[O:7].[ClH:43].